This data is from Peptide-MHC class I binding affinity with 185,985 pairs from IEDB/IMGT. The task is: Regression. Given a peptide amino acid sequence and an MHC pseudo amino acid sequence, predict their binding affinity value. This is MHC class I binding data. (1) The peptide sequence is HMNKLPLAK. The MHC is HLA-B18:01 with pseudo-sequence HLA-B18:01. The binding affinity (normalized) is 0.0847. (2) The peptide sequence is GRVIPRMLY. The MHC is HLA-A02:01 with pseudo-sequence HLA-A02:01. The binding affinity (normalized) is 0.0847. (3) The peptide sequence is DSPTDTPL. The MHC is Mamu-A01 with pseudo-sequence Mamu-A01. The binding affinity (normalized) is 0.203. (4) The peptide sequence is KIGEVIGPK. The MHC is HLA-A02:06 with pseudo-sequence HLA-A02:06. The binding affinity (normalized) is 0.0847. (5) The peptide sequence is MVCHRILTY. The MHC is HLA-A30:01 with pseudo-sequence HLA-A30:01. The binding affinity (normalized) is 0.493. (6) The peptide sequence is APRGFRAAF. The MHC is HLA-B15:01 with pseudo-sequence HLA-B15:01. The binding affinity (normalized) is 0.0847. (7) The peptide sequence is LTSTWVTYGT. The MHC is HLA-B57:01 with pseudo-sequence HLA-B57:01. The binding affinity (normalized) is 0.165. (8) The peptide sequence is NLYFCTKSF. The MHC is HLA-B15:03 with pseudo-sequence HLA-B15:03. The binding affinity (normalized) is 0.866.